Dataset: Full USPTO retrosynthesis dataset with 1.9M reactions from patents (1976-2016). Task: Predict the reactants needed to synthesize the given product. The reactants are: [CH3:1][O:2][C:3](=[O:22])[C:4]([O:10][CH2:11][C:12]([C:15]1[CH:20]=[CH:19][CH:18]=[C:17]([Br:21])[CH:16]=1)(O)[CH3:13])([CH3:9])[C:5]([F:8])([F:7])[F:6].C[Si]([N:27]=[N+:28]=[N-:29])(C)C.B(F)(F)F.CCOCC. Given the product [CH3:1][O:2][C:3](=[O:22])[C:4]([O:10][CH2:11][C:12]([N:27]=[N+:28]=[N-:29])([C:15]1[CH:20]=[CH:19][CH:18]=[C:17]([Br:21])[CH:16]=1)[CH3:13])([CH3:9])[C:5]([F:8])([F:7])[F:6], predict the reactants needed to synthesize it.